From a dataset of Forward reaction prediction with 1.9M reactions from USPTO patents (1976-2016). Predict the product of the given reaction. (1) Given the reactants [NH2:1][CH2:2][CH2:3][O:4][C:5]1[CH:10]=[CH:9][CH:8]=[CH:7][C:6]=1[C:11]([NH:14][C:15]1[C:16](=[O:35])[N:17]([C:21]2[CH:22]=[C:23]([CH:30]=[C:31]([F:34])[C:32]=2[CH3:33])[C:24]([NH:26][CH:27]2[CH2:29][CH2:28]2)=[O:25])[CH:18]=[CH:19][N:20]=1)([CH3:13])[CH3:12].C(N(CC)CC)C.Br[CH2:44][C:45]([O:47]C)=[O:46].C(O)(=O)C, predict the reaction product. The product is: [CH:27]1([NH:26][C:24]([C:23]2[CH:30]=[C:31]([F:34])[C:32]([CH3:33])=[C:21]([N:17]3[CH:18]=[CH:19][N:20]=[C:15]([NH:14][C:11]([C:6]4[CH:7]=[CH:8][CH:9]=[CH:10][C:5]=4[O:4][CH2:3][CH2:2][NH:1][CH2:44][C:45]([OH:47])=[O:46])([CH3:12])[CH3:13])[C:16]3=[O:35])[CH:22]=2)=[O:25])[CH2:28][CH2:29]1. (2) Given the reactants [Br:1][C:2]1[N:3]=[CH:4][C:5]([NH:8][C:9](=[O:15])[CH2:10][O:11][CH2:12][CH2:13]Cl)=[N:6][CH:7]=1.C(=O)([O-])[O-].[Cs+].[Cs+], predict the reaction product. The product is: [Br:1][C:2]1[N:3]=[CH:4][C:5]([N:8]2[CH2:13][CH2:12][O:11][CH2:10][C:9]2=[O:15])=[N:6][CH:7]=1. (3) Given the reactants Cl[C:2]1[N:7]=[C:6]([C:8]2[S:12][C:11]([C:13]([CH3:16])([CH3:15])[CH3:14])=[N:10][C:9]=2[C:17]2[C:18]([F:35])=[C:19]([NH:23][S:24]([C:27]3[C:32]([F:33])=[CH:31][CH:30]=[CH:29][C:28]=3[F:34])(=[O:26])=[O:25])[CH:20]=[CH:21][CH:22]=2)[CH:5]=[CH:4][N:3]=1.[NH3:36].CO, predict the reaction product. The product is: [NH2:36][C:2]1[N:7]=[C:6]([C:8]2[S:12][C:11]([C:13]([CH3:16])([CH3:15])[CH3:14])=[N:10][C:9]=2[C:17]2[C:18]([F:35])=[C:19]([NH:23][S:24]([C:27]3[C:32]([F:33])=[CH:31][CH:30]=[CH:29][C:28]=3[F:34])(=[O:26])=[O:25])[CH:20]=[CH:21][CH:22]=2)[CH:5]=[CH:4][N:3]=1. (4) The product is: [ClH:25].[Br:17][C:18]1[C:19]([Cl:25])=[C:20]([O:11][CH:8]2[CH2:9][CH2:10][N:4]([CH2:3][C:2]([OH:1])([CH3:16])[CH3:15])[CH2:5][C:6]3[O:14][CH:13]=[CH:12][C:7]2=3)[CH:21]=[CH:22][CH:23]=1. Given the reactants [OH:1][C:2]([CH3:16])([CH3:15])[CH2:3][N:4]1[CH2:10][CH2:9][CH:8]([OH:11])[C:7]2[CH:12]=[CH:13][O:14][C:6]=2[CH2:5]1.[Br:17][C:18]1[C:19]([Cl:25])=[C:20](F)[CH:21]=[CH:22][CH:23]=1, predict the reaction product. (5) Given the reactants [CH2:1]([O:3][C:4](=[O:12])[C:5]1[CH:10]=[CH:9][C:8]([NH2:11])=[CH:7][CH:6]=1)[CH3:2].[C:13](Cl)(=[O:23])[CH2:14][CH2:15][CH2:16][CH2:17][CH2:18][CH2:19][CH2:20][CH2:21][CH3:22].CCN(CC)CC, predict the reaction product. The product is: [CH2:1]([O:3][C:4](=[O:12])[C:5]1[CH:10]=[CH:9][C:8]([NH:11][C:13](=[O:23])[CH2:14][CH2:15][CH2:16][CH2:17][CH2:18][CH2:19][CH2:20][CH2:21][CH3:22])=[CH:7][CH:6]=1)[CH3:2]. (6) Given the reactants O[C:2]1[C:11]2[C:6](=[CH:7][CH:8]=[CH:9][CH:10]=2)[N:5]=[CH:4][C:3]=1[N+:12]([O-:14])=[O:13].[CH2:15]([NH2:20])[CH2:16][CH:17]([CH3:19])[CH3:18], predict the reaction product. The product is: [CH3:18][CH:17]([CH3:19])[CH2:16][CH2:15][NH:20][C:2]1[C:11]2[C:6](=[CH:7][CH:8]=[CH:9][CH:10]=2)[N:5]=[CH:4][C:3]=1[N+:12]([O-:14])=[O:13]. (7) Given the reactants [F:1][C:2]1[CH:10]=[C:9]([F:11])[CH:8]=[C:7]2[C:3]=1[CH:4]=[N:5][N:6]2[CH3:12].[Li+].CC([N-]C(C)C)C.CN([CH:29]=[O:30])C1C=CC=CC=1, predict the reaction product. The product is: [F:1][C:2]1[C:10]([CH:29]=[O:30])=[C:9]([F:11])[CH:8]=[C:7]2[C:3]=1[CH:4]=[N:5][N:6]2[CH3:12].